Predict the reactants needed to synthesize the given product. From a dataset of Full USPTO retrosynthesis dataset with 1.9M reactions from patents (1976-2016). (1) Given the product [C:1]1([C:7]2[S:8][C:9](=[O:12])[S:10][C:11]=2[S:19][C:13]2[CH:18]=[CH:17][CH:16]=[CH:15][CH:14]=2)[CH:2]=[CH:3][CH:4]=[CH:5][CH:6]=1, predict the reactants needed to synthesize it. The reactants are: [C:1]1([C:7]2[S:8][C:9](=[O:12])[S:10][CH:11]=2)[CH:6]=[CH:5][CH:4]=[CH:3][CH:2]=1.[C:13]1([S:19][S:19][C:13]2[CH:18]=[CH:17][CH:16]=[CH:15][CH:14]=2)[CH:18]=[CH:17][CH:16]=[CH:15][CH:14]=1. (2) Given the product [ClH:27].[ClH:27].[CH3:1][C:2]1[CH:11]=[CH:10][C:9]2[C:4](=[CH:5][CH:6]=[CH:7][C:8]=2[N:12]2[CH2:13][CH2:14][N:15]([CH2:18][CH2:19][C:20]3[CH:21]=[C:22]([NH:23][C:28](=[O:29])[O:30][CH2:31][CH3:32])[CH:24]=[CH:25][CH:26]=3)[CH2:16][CH2:17]2)[N:3]=1, predict the reactants needed to synthesize it. The reactants are: [CH3:1][C:2]1[CH:11]=[CH:10][C:9]2[C:4](=[CH:5][CH:6]=[CH:7][C:8]=2[N:12]2[CH2:17][CH2:16][N:15]([CH2:18][CH2:19][C:20]3[CH:21]=[C:22]([CH:24]=[CH:25][CH:26]=3)[NH2:23])[CH2:14][CH2:13]2)[N:3]=1.[Cl:27][C:28]([O:30][CH2:31][CH3:32])=[O:29]. (3) Given the product [F:36][C:35]([F:37])([F:38])[C:15]1[CH:16]=[C:17]([N:20]2[CH2:10][CH2:9][CH2:8][N:23]([C:24]3[CH:33]=[CH:32][C:27]([C:28]([NH:30][CH3:31])=[O:29])=[C:26]([F:34])[CH:25]=3)[C:21]2=[O:22])[CH:18]=[CH:19][C:14]=1[C:12]#[N:13], predict the reactants needed to synthesize it. The reactants are: C([O-])([O-])=O.[K+].[K+].Br[CH2:8][CH2:9][CH2:10]Br.[C:12]([C:14]1[CH:19]=[CH:18][C:17]([NH:20][C:21]([NH:23][C:24]2[CH:33]=[CH:32][C:27]([C:28]([NH:30][CH3:31])=[O:29])=[C:26]([F:34])[CH:25]=2)=[O:22])=[CH:16][C:15]=1[C:35]([F:38])([F:37])[F:36])#[N:13]. (4) Given the product [C:1]([O:5][C:6]([N:8]1[C:16]2[C:11](=[CH:12][C:13]([CH2:17][N:18]3[CH2:19][CH2:20][N:21]([C:24]([O:26][C:27]([CH3:30])([CH3:28])[CH3:29])=[O:25])[CH2:22][CH2:23]3)=[CH:14][CH:15]=2)[CH:10]=[C:9]1[C:31]1[C:32](=[O:48])[N:33]([CH2:40][O:41][CH2:42][CH2:43][Si:44]([CH3:45])([CH3:47])[CH3:46])[CH:34]=[C:35]([C:37](=[O:38])[NH:59][C:58]2[CH:68]=[N:64][N:56]([CH2:49][C:50]3[CH:51]=[CH:52][CH:53]=[CH:54][CH:55]=3)[CH:57]=2)[CH:36]=1)=[O:7])([CH3:3])([CH3:4])[CH3:2], predict the reactants needed to synthesize it. The reactants are: [C:1]([O:5][C:6]([N:8]1[C:16]2[C:11](=[CH:12][C:13]([CH2:17][N:18]3[CH2:23][CH2:22][N:21]([C:24]([O:26][C:27]([CH3:30])([CH3:29])[CH3:28])=[O:25])[CH2:20][CH2:19]3)=[CH:14][CH:15]=2)[CH:10]=[C:9]1[C:31]1[C:32](=[O:48])[N:33]([CH2:40][O:41][CH2:42][CH2:43][Si:44]([CH3:47])([CH3:46])[CH3:45])[CH:34]=[C:35]([C:37](O)=[O:38])[CH:36]=1)=[O:7])([CH3:4])([CH3:3])[CH3:2].[CH2:49]([NH:56][C:57]1[CH:58]=[N:59]NC=1)[C:50]1[CH:55]=[CH:54][CH:53]=[CH:52][CH:51]=1.O.O[N:64]1[C:68]2C=CC=CC=2N=N1.C(N(CC)C(C)C)(C)C.Cl.CN(C)CCCN=C=NCC. (5) Given the product [CH:23]([C:18]1[CH:19]=[CH:20][CH:21]=[CH:22][C:17]=1[NH:16][C:12]1[N:13]=[C:14]([CH3:15])[C:9]([OH:8])=[C:10]([CH3:27])[C:11]=1[CH3:26])([CH3:25])[CH3:24], predict the reactants needed to synthesize it. The reactants are: C([O:8][C:9]1[C:10]([CH3:27])=[C:11]([CH3:26])[C:12]([NH:16][C:17]2[CH:22]=[CH:21][CH:20]=[CH:19][C:18]=2[CH:23]([CH3:25])[CH3:24])=[N:13][C:14]=1[CH3:15])C1C=CC=CC=1. (6) Given the product [Cl:3][C:4]1[CH:5]=[N:6][CH:7]=[C:8]([Cl:11])[C:9]=1[CH2:10][C:13]1[C:22]2[C:17](=[C:18]([O:25][CH:26]3[CH2:27][CH2:28][CH2:29][CH2:30]3)[C:19]([O:23][CH3:24])=[CH:20][CH:21]=2)[CH:16]=[N:15][N:14]=1, predict the reactants needed to synthesize it. The reactants are: [H-].[Na+].[Cl:3][C:4]1[CH:5]=[N:6][CH:7]=[C:8]([Cl:11])[C:9]=1[CH3:10].Cl[C:13]1[C:22]2[C:17](=[C:18]([O:25][CH:26]3[CH2:30][CH2:29][CH2:28][CH2:27]3)[C:19]([O:23][CH3:24])=[CH:20][CH:21]=2)[CH:16]=[N:15][N:14]=1. (7) Given the product [C:2]([C:7]1[O:11][C:10]([CH2:12][N:13]2[CH:17]=[C:16]([NH:18][C:32]([C:28]3[N:29]=[CH:30][O:31][C:27]=3[C:23]3[CH:24]=[CH:25][CH:26]=[C:21]([O:20][CH3:19])[CH:22]=3)=[O:33])[CH:15]=[N:14]2)=[CH:9][CH:8]=1)(=[O:6])[CH3:1], predict the reactants needed to synthesize it. The reactants are: [CH3:1][C:2]1([C:7]2[O:11][C:10]([CH2:12][N:13]3[CH:17]=[C:16]([NH2:18])[CH:15]=[N:14]3)=[CH:9][CH:8]=2)[O:6]CCO1.[CH3:19][O:20][C:21]1[CH:22]=[C:23]([C:27]2[O:31][CH:30]=[N:29][C:28]=2[C:32](O)=[O:33])[CH:24]=[CH:25][CH:26]=1. (8) Given the product [C:7]([C:6]1[CH:10]=[CH:11][C:3]([CH:1]([OH:2])[S:13]([O-:15])(=[O:14])=[O:12])=[CH:4][CH:5]=1)([OH:9])=[O:8].[Na+:16], predict the reactants needed to synthesize it. The reactants are: [CH:1]([C:3]1[CH:11]=[CH:10][C:6]([C:7]([OH:9])=[O:8])=[CH:5][CH:4]=1)=[O:2].[OH:12][S:13]([O-:15])=[O:14].[Na+:16]. (9) The reactants are: [H-].[Na+].[C:3]([O:12][CH2:13][CH:14]=[CH2:15])(=[O:11])[CH2:4][C:5]([O:7][CH2:8][CH:9]=[CH2:10])=[O:6].Br[CH2:17][CH2:18][CH2:19][CH2:20][C:21]([O:23][CH3:24])=[O:22]. Given the product [CH:4]([C:5]([O:7][CH2:8][CH:9]=[CH2:10])=[O:6])([C:3]([O:12][CH2:13][CH:14]=[CH2:15])=[O:11])[CH2:17][CH2:18][CH2:19][CH2:20][C:21]([O:23][CH3:24])=[O:22], predict the reactants needed to synthesize it.